From a dataset of Peptide-MHC class I binding affinity with 185,985 pairs from IEDB/IMGT. Regression. Given a peptide amino acid sequence and an MHC pseudo amino acid sequence, predict their binding affinity value. This is MHC class I binding data. (1) The binding affinity (normalized) is 0.0847. The peptide sequence is QLSLRMLSL. The MHC is HLA-A02:03 with pseudo-sequence HLA-A02:03. (2) The peptide sequence is IVDTVSALV. The MHC is HLA-A68:02 with pseudo-sequence HLA-A68:02. The binding affinity (normalized) is 0.472. (3) The peptide sequence is ALFLLKLAG. The MHC is Mamu-A2201 with pseudo-sequence Mamu-A2201. The binding affinity (normalized) is 0. (4) The peptide sequence is YTFCGTIEY. The MHC is HLA-A02:16 with pseudo-sequence HLA-A02:16. The binding affinity (normalized) is 0.0847. (5) The peptide sequence is NSSYWRQGY. The MHC is HLA-B15:01 with pseudo-sequence HLA-B15:01. The binding affinity (normalized) is 0.0847. (6) The peptide sequence is PRYTGTNN. The MHC is HLA-B27:05 with pseudo-sequence HLA-B27:05. The binding affinity (normalized) is 0.0416.